This data is from Reaction yield outcomes from USPTO patents with 853,638 reactions. The task is: Predict the reaction yield, written as a fraction of the theoretical maximum amount of product (1.0 means a 100% yield; for example, 0.34 means a 34% yield). (1) The catalyst is O. The product is [CH3:1][C:2]1[N:3]([CH2:14][C:13]2[CH:16]=[CH:17][C:10]([N+:7]([O-:9])=[O:8])=[CH:11][CH:12]=2)[CH:4]=[N:5][CH:6]=1. The reactants are [CH3:1][C:2]1[N:3]=[CH:4][NH:5][CH:6]=1.[N+:7]([C:10]1[CH:17]=[CH:16][C:13]([CH2:14]Br)=[CH:12][CH:11]=1)([O-:9])=[O:8].C(=O)([O-])[O-].[K+].[K+].CN(C)C=O. The yield is 0.00300. (2) The reactants are [Na].CO.[CH3:4][O:5][C:6](=[O:16])[CH2:7][S:8][CH2:9][CH2:10][CH2:11][C:12](OC)=[O:13]. The catalyst is C1(C)C=CC=CC=1. The product is [O:13]=[C:12]1[CH2:11][CH2:10][CH2:9][S:8][CH:7]1[C:6]([O:5][CH3:4])=[O:16]. The yield is 0.960. (3) The reactants are [F:1][C:2]([F:13])([F:12])[C:3]1[CH:8]=[CH:7][C:6]([N:9]=[C:10]=[O:11])=[CH:5][CH:4]=1.[NH2:14][CH:15]1[CH2:20][CH2:19][N:18]([C:21]([O:23][C:24]([CH3:27])([CH3:26])[CH3:25])=[O:22])[CH2:17][CH2:16]1. The catalyst is C(Cl)Cl. The product is [F:1][C:2]([F:12])([F:13])[C:3]1[CH:4]=[CH:5][C:6]([NH:9][C:10](=[O:11])[NH:14][CH:15]2[CH2:16][CH2:17][N:18]([C:21]([O:23][C:24]([CH3:27])([CH3:26])[CH3:25])=[O:22])[CH2:19][CH2:20]2)=[CH:7][CH:8]=1. The yield is 0.880.